From a dataset of Forward reaction prediction with 1.9M reactions from USPTO patents (1976-2016). Predict the product of the given reaction. (1) Given the reactants [OH:1][C:2]1[C:3]([C:12]([OH:14])=O)=[CH:4][C:5]2[C:10]([CH:11]=1)=[CH:9][CH:8]=[CH:7][CH:6]=2.[Cl:15][C:16]1[CH:17]=[C:18]([CH:20]=[C:21]([Cl:23])[CH:22]=1)[NH2:19], predict the reaction product. The product is: [Cl:15][C:16]1[CH:17]=[C:18]([NH:19][C:12]([C:3]2[C:2]([OH:1])=[CH:11][C:10]3[C:5](=[CH:6][CH:7]=[CH:8][CH:9]=3)[CH:4]=2)=[O:14])[CH:20]=[C:21]([Cl:23])[CH:22]=1. (2) The product is: [CH2:21]([O:20][C:17]([C:2]1[CH:3]=[C:4]2[N:10]([CH2:11][CH2:12][CH2:13][O:14][CH3:15])[CH:9]=[CH:8][C:5]2=[N:6][CH:7]=1)=[CH2:18])[CH3:22]. Given the reactants Br[C:2]1[CH:3]=[C:4]2[N:10]([CH2:11][CH2:12][CH2:13][O:14][CH3:15])[CH:9]=[CH:8][C:5]2=[N:6][CH:7]=1.O.[C:17]([O:20][CH2:21][CH3:22])(=O)[CH3:18], predict the reaction product.